Dataset: Reaction yield outcomes from USPTO patents with 853,638 reactions. Task: Predict the reaction yield, written as a fraction of the theoretical maximum amount of product (1.0 means a 100% yield; for example, 0.34 means a 34% yield). (1) The reactants are [CH3:1][NH:2][C:3]1[C:7]([CH:8]=[O:9])=[CH:6][N:5]([C:10]2[CH:15]=[CH:14][CH:13]=[CH:12][CH:11]=2)[N:4]=1.[H-].[Na+].Cl[CH2:19][C:20]1[CH:38]=[CH:37][C:23]([O:24][CH2:25][C:26]2[N:27]=[C:28]([C:32]3[O:33][CH:34]=[CH:35][CH:36]=3)[O:29][C:30]=2[CH3:31])=[C:22]([O:39][CH3:40])[CH:21]=1. The catalyst is CN(C)C=O. The product is [O:33]1[CH:34]=[CH:35][CH:36]=[C:32]1[C:28]1[O:29][C:30]([CH3:31])=[C:26]([CH2:25][O:24][C:23]2[CH:37]=[CH:38][C:20]([CH2:19][N:2]([CH3:1])[C:3]3[C:7]([CH:8]=[O:9])=[CH:6][N:5]([C:10]4[CH:11]=[CH:12][CH:13]=[CH:14][CH:15]=4)[N:4]=3)=[CH:21][C:22]=2[O:39][CH3:40])[N:27]=1. The yield is 0.460. (2) The reactants are Cl[C:2]1[NH:7][C:6](=[O:8])[C:5]2[CH:9]=[CH:10][N:11]([CH2:12]C)[C:4]=2[CH:3]=1.[F:14][C:15]([F:26])([F:25])[C:16]1[CH:21]=[CH:20][C:19](B(O)O)=[CH:18][CH:17]=1.C(=O)([O-])[O-].[Na+].[Na+]. The yield is 0.391. The catalyst is C(O)C.C1C=CC([P]([Pd]([P](C2C=CC=CC=2)(C2C=CC=CC=2)C2C=CC=CC=2)([P](C2C=CC=CC=2)(C2C=CC=CC=2)C2C=CC=CC=2)[P](C2C=CC=CC=2)(C2C=CC=CC=2)C2C=CC=CC=2)(C2C=CC=CC=2)C2C=CC=CC=2)=CC=1. The product is [CH3:12][N:11]1[C:4]2[CH:3]=[C:2]([C:19]3[CH:20]=[CH:21][C:16]([C:15]([F:26])([F:25])[F:14])=[CH:17][CH:18]=3)[NH:7][C:6](=[O:8])[C:5]=2[CH:9]=[CH:10]1. (3) The reactants are [N:1]1[C:6]2[O:7][CH2:8][CH2:9][O:10][C:5]=2[CH:4]=[C:3]([C:11]#N)[N:2]=1.C(=O)([O-])[O-:14].[Cs+].[Cs+].Cl.[CH2:20]([OH:24])[CH2:21][CH2:22][CH3:23]. No catalyst specified. The product is [N:1]1[C:6]2[O:7][CH2:8][CH2:9][O:10][C:5]=2[CH:4]=[C:3]([C:11]([O:24][CH2:20][CH2:21][CH2:22][CH3:23])=[O:14])[N:2]=1. The yield is 0.770. (4) The reactants are I[C:2]1[CH:17]=[CH:16][C:5]([C:6]([NH:8][CH2:9][C:10]2[CH:15]=[CH:14][CH:13]=[CH:12][CH:11]=2)=[O:7])=[CH:4][CH:3]=1.[O-]P([O-])([O-])=O.[K+].[K+].[K+].[C@@H]1(N)CCCC[C@H]1N.CCCCCCCCCCCC.[CH3:46][NH:47][CH:48]=[O:49]. The catalyst is [Cu]I.O1CCOCC1. The product is [CH2:9]([NH:8][C:6]([C:5]1[CH:16]=[CH:17][C:2]([N:47]([CH3:46])[CH:48]=[O:49])=[CH:3][CH:4]=1)=[O:7])[C:10]1[CH:15]=[CH:14][CH:13]=[CH:12][CH:11]=1. The yield is 0.980. (5) The reactants are [NH2:1][C@@H:2]([CH2:23][CH:24]([CH3:26])[CH3:25])[CH2:3][O:4][C:5]1[CH:6]=[CH:7][C:8]2[C:18]3[C:13](=[CH:14][N:15]=[C:16]([NH:19]C(=O)C)[CH:17]=3)[CH2:12][O:11][C:9]=2[CH:10]=1.[OH-].[Na+].[ClH:29].C(OCC)C. The catalyst is C(O)C.O.CO. The product is [ClH:29].[ClH:29].[NH2:1][C@@H:2]([CH2:23][CH:24]([CH3:26])[CH3:25])[CH2:3][O:4][C:5]1[CH:6]=[CH:7][C:8]2[C:18]3[C:13](=[CH:14][N:15]=[C:16]([NH2:19])[CH:17]=3)[CH2:12][O:11][C:9]=2[CH:10]=1. The yield is 0.370. (6) The reactants are [Br:1][C:2]1[CH:3]=[CH:4][C:5]2[C:11]3[S:12][C:13]([C:15]([N:17]([C:19]4[CH:27]=[CH:26][C:22]([C:23]([OH:25])=O)=[CH:21][C:20]=4[Cl:28])[CH3:18])=[O:16])=[CH:14][C:10]=3[CH2:9][CH2:8][O:7][C:6]=2[CH:29]=1.C(Cl)Cl.[CH3:33][N:34]1[CH2:39][CH2:38][NH:37][CH2:36][CH2:35]1.C(N(CC)C(C)C)(C)C.F[P-](F)(F)(F)(F)F.N1(OC(N(C)C)=[N+](C)C)C2C=CC=CC=2N=N1. No catalyst specified. The product is [Br:1][C:2]1[CH:3]=[CH:4][C:5]2[C:11]3[S:12][C:13]([C:15]([N:17]([C:19]4[CH:27]=[CH:26][C:22]([C:23]([N:37]5[CH2:38][CH2:39][N:34]([CH3:33])[CH2:35][CH2:36]5)=[O:25])=[CH:21][C:20]=4[Cl:28])[CH3:18])=[O:16])=[CH:14][C:10]=3[CH2:9][CH2:8][O:7][C:6]=2[CH:29]=1. The yield is 0.820. (7) The reactants are [OH:1][C:2]1[CH:7]=[CH:6][C:5]([N+:8]([O-:10])=[O:9])=[CH:4][N:3]=1.[ClH:11]. The catalyst is O. The product is [Cl:11][C:7]1[C:2]([OH:1])=[N:3][CH:4]=[C:5]([N+:8]([O-:10])=[O:9])[CH:6]=1. The yield is 0.930.